Dataset: Reaction yield outcomes from USPTO patents with 853,638 reactions. Task: Predict the reaction yield, written as a fraction of the theoretical maximum amount of product (1.0 means a 100% yield; for example, 0.34 means a 34% yield). (1) The reactants are [CH:1]1([NH:6][C:7]2[N:12]=[C:11]([C:13]3[C:14]([C:24]4[CH:29]=[CH:28][C:27]([O:30][CH3:31])=[CH:26][CH:25]=4)=[N:15][N:16]4[C:21](Cl)=[CH:20][C:19]([Cl:23])=[CH:18][C:17]=34)[CH:10]=[CH:9][N:8]=2)[CH2:5][CH2:4][CH2:3][CH2:2]1.C(OCC)(=O)C.[CH:38]1([NH2:41])[CH2:40][CH2:39]1. No catalyst specified. The product is [Cl:23][C:19]1[CH:20]=[C:21]([NH:41][CH:38]2[CH2:40][CH2:39]2)[N:16]2[N:15]=[C:14]([C:24]3[CH:29]=[CH:28][C:27]([O:30][CH3:31])=[CH:26][CH:25]=3)[C:13]([C:11]3[CH:10]=[CH:9][N:8]=[C:7]([NH:6][CH:1]4[CH2:5][CH2:4][CH2:3][CH2:2]4)[N:12]=3)=[C:17]2[CH:18]=1. The yield is 0.710. (2) The reactants are [CH:1]1([NH:4][C:5]([C:7]2[CH:8]=[CH:9][C:10]([CH3:27])=[C:11]([NH:13][C:14]([C:16]3[S:17][C:18]([C:21]4[CH:22]=[N:23][CH:24]=[CH:25][CH:26]=4)=[CH:19][CH:20]=3)=[O:15])[CH:12]=2)=[O:6])[CH2:3][CH2:2]1.C1C=C(Cl)C=C(C(OO)=[O:36])C=1. The catalyst is C(Cl)Cl. The product is [CH:1]1([NH:4][C:5]([C:7]2[CH:8]=[CH:9][C:10]([CH3:27])=[C:11]([NH:13][C:14]([C:16]3[S:17][C:18]([C:21]4[CH:22]=[N+:23]([O-:36])[CH:24]=[CH:25][CH:26]=4)=[CH:19][CH:20]=3)=[O:15])[CH:12]=2)=[O:6])[CH2:3][CH2:2]1. The yield is 0.800. (3) The reactants are [C:1](=O)([O-])[O-].[K+].[K+].[C:7]([O:11][C:12]([NH:14][C@H:15]1[CH2:20][CH2:19][C@H:18]([C:21]([OH:23])=[O:22])[CH2:17][CH2:16]1)=[O:13])([CH3:10])([CH3:9])[CH3:8].CI. The catalyst is CN(C)C=O. The product is [CH3:1][O:22][C:21]([C@H:18]1[CH2:17][CH2:16][C@H:15]([NH:14][C:12]([O:11][C:7]([CH3:10])([CH3:8])[CH3:9])=[O:13])[CH2:20][CH2:19]1)=[O:23]. The yield is 0.980. (4) The reactants are [Br:1][C:2]1[CH:3]=[C:4]2[C:9](=[CH:10][CH:11]=1)[N:8]([CH:12]1[CH2:21][CH2:20][C:15]3(OCC[O:16]3)[CH2:14][CH2:13]1)[CH2:7][CH2:6][CH2:5]2.Cl. The catalyst is CC(C)=O. The product is [Br:1][C:2]1[CH:3]=[C:4]2[C:9](=[CH:10][CH:11]=1)[N:8]([CH:12]1[CH2:21][CH2:20][C:15](=[O:16])[CH2:14][CH2:13]1)[CH2:7][CH2:6][CH2:5]2. The yield is 0.980. (5) The catalyst is [Cu]I.CCCCCC.C(OCC)(=O)C.CC(O)C. The reactants are [O-]P([O-])([O-])=O.[K+].[K+].[K+].[CH2:9]([NH2:16])[C:10]1[CH:15]=[CH:14][CH:13]=[CH:12][CH:11]=1.I[C:18]1[CH:19]=[C:20]([O:24][CH3:25])[CH:21]=[CH:22][CH:23]=1.C(O)CO. The product is [CH3:25][O:24][C:20]1[CH:19]=[C:18]([NH:16][CH2:9][C:10]2[CH:15]=[CH:14][CH:13]=[CH:12][CH:11]=2)[CH:23]=[CH:22][CH:21]=1. The yield is 0.800. (6) The reactants are C(C1C=C(NC2N=C(NC3C=CC=C(C(O)=O)C=3)C(F)=CN=2)C=CC=1)(O)=O.C[O:29][C:30]([C:32]1[CH:37]=[CH:36][C:35]([NH:38][C:39]2[N:44]=[C:43]([NH:45][C:46]3[CH:51]=[CH:50][C:49]([C:52]([O:54]C)=[O:53])=[CH:48][CH:47]=3)[C:42]([F:56])=[CH:41][N:40]=2)=[CH:34][CH:33]=1)=[O:31].[OH-].[Na+]. No catalyst specified. The product is [C:30]([C:32]1[CH:37]=[CH:36][C:35]([NH:38][C:39]2[N:44]=[C:43]([NH:45][C:46]3[CH:51]=[CH:50][C:49]([C:52]([OH:54])=[O:53])=[CH:48][CH:47]=3)[C:42]([F:56])=[CH:41][N:40]=2)=[CH:34][CH:33]=1)([OH:31])=[O:29]. The yield is 0.590. (7) The reactants are C([N:4]1[C:8]2[N:9]=[CH:10][CH:11]=C(C#N)[C:7]=2[CH:6]=[CH:5]1)(=O)C.[OH-:15].[Na+].[CH2:17]([OH:19])[CH3:18].Cl. The catalyst is O. The product is [NH:4]1[C:8]2[N:9]=[CH:10][CH:11]=[C:18]([C:17]([OH:15])=[O:19])[C:7]=2[CH:6]=[CH:5]1. The yield is 0.840. (8) The reactants are [CH3:1][O:2][C:3]1[CH:8]=[CH:7][C:6](B(O)O)=[CH:5][CH:4]=1.O.P([O-])([O-])([O-])=O.[K+].[K+].[K+].FC(F)(F)S(O[C:27]1[CH:36]=[CH:35][C:34]2[C:29](=[CH:30][CH:31]=[C:32]([O:37][CH3:38])[CH:33]=2)[C:28]=1[CH2:39][CH:40]=[CH2:41])(=O)=O.O. The catalyst is O1CCOCC1.C1C=CC([P]([Pd]([P](C2C=CC=CC=2)(C2C=CC=CC=2)C2C=CC=CC=2)([P](C2C=CC=CC=2)(C2C=CC=CC=2)C2C=CC=CC=2)[P](C2C=CC=CC=2)(C2C=CC=CC=2)C2C=CC=CC=2)(C2C=CC=CC=2)C2C=CC=CC=2)=CC=1. The product is [CH3:38][O:37][C:32]1[CH:33]=[C:34]2[C:29](=[CH:30][CH:31]=1)[C:28]([CH2:39][CH:40]=[CH2:41])=[C:27]([C:6]1[CH:7]=[CH:8][C:3]([O:2][CH3:1])=[CH:4][CH:5]=1)[CH:36]=[CH:35]2. The yield is 0.750.